From a dataset of Reaction yield outcomes from USPTO patents with 853,638 reactions. Predict the reaction yield, written as a fraction of the theoretical maximum amount of product (1.0 means a 100% yield; for example, 0.34 means a 34% yield). (1) The reactants are [CH3:1][C:2]1[CH:7]=[CH:6][C:5]([S:8]([O:11][CH2:12][C@H:13]2[CH2:22][CH2:21][C:20]3[C:15](=[C:16](OS(C(F)(F)F)(=O)=O)[CH:17]=[CH:18][CH:19]=3)[O:14]2)(=[O:10])=[O:9])=[CH:4][CH:3]=1.[Cl:31][C:32]1[CH:37]=[CH:36][C:35]([Cl:38])=[CH:34][C:33]=1B(O)O.C(=O)([O-])[O-].[K+].[K+].[Cl-].[Li+]. The catalyst is O1CCOCC1.O.C1C=CC([P]([Pd]([P](C2C=CC=CC=2)(C2C=CC=CC=2)C2C=CC=CC=2)([P](C2C=CC=CC=2)(C2C=CC=CC=2)C2C=CC=CC=2)[P](C2C=CC=CC=2)(C2C=CC=CC=2)C2C=CC=CC=2)(C2C=CC=CC=2)C2C=CC=CC=2)=CC=1. The product is [CH3:1][C:2]1[CH:3]=[CH:4][C:5]([S:8]([O:11][CH2:12][C@H:13]2[CH2:22][CH2:21][C:20]3[C:15](=[C:16]([C:33]4[CH:34]=[C:35]([Cl:38])[CH:36]=[CH:37][C:32]=4[Cl:31])[CH:17]=[CH:18][CH:19]=3)[O:14]2)(=[O:10])=[O:9])=[CH:6][CH:7]=1. The yield is 0.900. (2) The reactants are [Cl:1][C:2]1[CH:3]=[C:4]2[C:8](=[C:9]([C:11]([O:13]C)=[O:12])[CH:10]=1)[N:7]([CH2:15][CH2:16][NH:17][C@H:18]1[CH:23]3[CH2:24][CH2:25][N:20]([CH2:21][CH2:22]3)[CH2:19]1)[N:6]=[CH:5]2.O.[OH-].[Li+:28]. The catalyst is O1CCCC1.O. The product is [Cl:1][C:2]1[CH:3]=[C:4]2[C:8](=[C:9]([C:11]([O-:13])=[O:12])[CH:10]=1)[N:7]([CH2:15][CH2:16][NH:17][C@H:18]1[CH:23]3[CH2:24][CH2:25][N:20]([CH2:21][CH2:22]3)[CH2:19]1)[N:6]=[CH:5]2.[Li+:28]. The yield is 1.00. (3) The reactants are [C:1]([C:3]1[N:7]2[CH:8]=[C:9]([C:12]3[CH:17]=[CH:16][C:15]([C:18]([N:20]4[CH2:25][CH2:24][O:23][CH2:22][CH2:21]4)=[O:19])=[CH:14][CH:13]=3)[CH:10]=[CH:11][C:6]2=[N:5][CH:4]=1)#[CH:2].I[C:27]1[N:35]([CH3:36])[C:30]2=[N:31][CH:32]=[CH:33][CH:34]=[C:29]2[CH:28]=1. No catalyst specified. The product is [CH3:36][N:35]1[C:30]2=[N:31][CH:32]=[CH:33][CH:34]=[C:29]2[CH:28]=[C:27]1[C:2]#[C:1][C:3]1[N:7]2[CH:8]=[C:9]([C:12]3[CH:13]=[CH:14][C:15]([C:18]([N:20]4[CH2:21][CH2:22][O:23][CH2:24][CH2:25]4)=[O:19])=[CH:16][CH:17]=3)[CH:10]=[CH:11][C:6]2=[N:5][CH:4]=1. The yield is 0.950.